Dataset: Reaction yield outcomes from USPTO patents with 853,638 reactions. Task: Predict the reaction yield, written as a fraction of the theoretical maximum amount of product (1.0 means a 100% yield; for example, 0.34 means a 34% yield). The reactants are [H-].[Na+].[C:3]([C:7]1[O:11][N:10]=[C:9]([NH:12][C:13]([NH:15][C:16]2[CH:21]=[CH:20][CH:19]=[C:18]([SH:22])[CH:17]=2)=[O:14])[CH:8]=1)([CH3:6])([CH3:5])[CH3:4].Cl[C:24]1[C:33]2[C:28](=[CH:29][C:30]([O:42][CH3:43])=[C:31]([O:34][CH2:35][CH2:36][CH2:37][S:38]([CH3:41])(=[O:40])=[O:39])[CH:32]=2)[N:27]=[CH:26][N:25]=1. The catalyst is O1CCCC1.C(OCC)(=O)C.O. The product is [C:3]([C:7]1[O:11][N:10]=[C:9]([NH:12][C:13]([NH:15][C:16]2[CH:21]=[CH:20][CH:19]=[C:18]([S:22][C:24]3[C:33]4[C:28](=[CH:29][C:30]([O:42][CH3:43])=[C:31]([O:34][CH2:35][CH2:36][CH2:37][S:38]([CH3:41])(=[O:39])=[O:40])[CH:32]=4)[N:27]=[CH:26][N:25]=3)[CH:17]=2)=[O:14])[CH:8]=1)([CH3:6])([CH3:4])[CH3:5]. The yield is 0.0400.